The task is: Predict the product of the given reaction.. This data is from Forward reaction prediction with 1.9M reactions from USPTO patents (1976-2016). (1) Given the reactants [NH2:1][C:2]1[N:7]=[C:6]([C:8]2[O:9][CH:10]=[CH:11][CH:12]=2)[C:5]([C:13]#[N:14])=[C:4]([S:15]([CH3:18])(=O)=O)[N:3]=1.[CH2:19](S)[CH2:20][CH2:21]C.C1CCN2C(=NCCC2)CC1, predict the reaction product. The product is: [NH2:1][C:2]1[N:3]=[C:4]([S:15][CH2:18][CH2:19][CH2:20][CH3:21])[C:5]([C:13]#[N:14])=[C:6]([C:8]2[O:9][CH:10]=[CH:11][CH:12]=2)[N:7]=1. (2) Given the reactants O.[NH2:2][NH2:3].[Cl:4][C:5]1[CH:21]=[CH:20][C:8]([C:9]([CH:11]([C:17](=O)[CH3:18])[CH2:12][C:13]([O:15][CH3:16])=[O:14])=O)=[CH:7][CH:6]=1.O, predict the reaction product. The product is: [Cl:4][C:5]1[CH:21]=[CH:20][C:8]([C:9]2[NH:3][N:2]=[C:17]([CH3:18])[C:11]=2[CH2:12][C:13]([O:15][CH3:16])=[O:14])=[CH:7][CH:6]=1. (3) Given the reactants [O:1]=[C:2]1[C:7]([C:8]([NH:10][CH2:11][CH2:12][C:13](OCC)=O)=[O:9])=[CH:6][C:5]([C:18]2[CH:23]=[CH:22][N:21]=[CH:20][CH:19]=2)=[N:4][NH:3]1.O=[C:25]1[C:30]([C:31]([OH:33])=O)=CC(C2C=CN=CC=2)=NN1.ON1C2C=CC=C[C:44]=2N=N1.C(N(CC)C(C)C)(C)C.CN(C(ON1N=NC2C=CC=NC1=2)=[N+](C)C)C.F[P-](F)(F)(F)(F)F, predict the reaction product. The product is: [OH:33][C:31]1[CH:44]=[CH:13][C:12]([CH2:11][NH:10][C:8]([C:7]2[C:2](=[O:1])[NH:3][N:4]=[C:5]([C:18]3[CH:19]=[CH:20][N:21]=[CH:22][CH:23]=3)[CH:6]=2)=[O:9])=[CH:25][CH:30]=1. (4) The product is: [CH3:5][N:6]1[CH:10]=[CH:9][CH:8]=[C:7]1[C:11]1[CH:23]=[CH:22][C:14]([C:15]([OH:17])=[O:16])=[C:13]([NH:24][C:25]([C:27]2[CH:28]=[N:29][CH:30]=[C:31]([C:33]3[CH:38]=[CH:37][CH:36]=[CH:35][CH:34]=3)[CH:32]=2)=[O:26])[CH:12]=1. Given the reactants CO.[OH-].[Na+].[CH3:5][N:6]1[CH:10]=[CH:9][CH:8]=[C:7]1[C:11]1[CH:23]=[CH:22][C:14]([C:15]([O:17]C(C)(C)C)=[O:16])=[C:13]([NH:24][C:25]([C:27]2[CH:28]=[N:29][CH:30]=[C:31]([C:33]3[CH:38]=[CH:37][CH:36]=[CH:35][CH:34]=3)[CH:32]=2)=[O:26])[CH:12]=1.C(O)(=O)CC(CC(O)=O)(C(O)=O)O, predict the reaction product. (5) Given the reactants [CH3:1][C:2]1([CH3:29])[O:28][CH2:27][C:5]2=[C:6]([N:18]([CH2:20][C:21]3[CH:26]=[CH:25][CH:24]=[CH:23][CH:22]=3)[CH3:19])[N:7]=[C:8]3[O:16][C:15]4[C:14](=O)[NH:13][CH:12]=[N:11][C:10]=4[C:9]3=[C:4]2[CH2:3]1.P(Cl)(Cl)([Cl:32])=O, predict the reaction product. The product is: [Cl:32][C:14]1[N:13]=[CH:12][N:11]=[C:10]2[C:9]3[C:8](=[N:7][C:6]([N:18]([CH2:20][C:21]4[CH:26]=[CH:25][CH:24]=[CH:23][CH:22]=4)[CH3:19])=[C:5]4[CH2:27][O:28][C:2]([CH3:1])([CH3:29])[CH2:3][C:4]=34)[O:16][C:15]=12. (6) Given the reactants [NH2:1][CH2:2][CH2:3][NH:4][C:5]1[N:13]=[C:12]([Cl:14])[N:11]=[C:10]2[C:6]=1[N:7]=[CH:8][N:9]2[CH:15]1[CH2:19][CH2:18][CH2:17][CH2:16]1.CO.[CH:22]([C:24]1[CH:33]=[CH:32][C:27]([C:28]([O:30][CH3:31])=[O:29])=[CH:26][CH:25]=1)=O.[BH3-]C#N.[Na+], predict the reaction product. The product is: [Cl:14][C:12]1[N:11]=[C:10]2[C:6]([N:7]=[CH:8][N:9]2[CH:15]2[CH2:19][CH2:18][CH2:17][CH2:16]2)=[C:5]([NH:4][CH2:3][CH2:2][NH:1][CH2:22][C:24]2[CH:33]=[CH:32][C:27]([C:28]([O:30][CH3:31])=[O:29])=[CH:26][CH:25]=2)[N:13]=1. (7) Given the reactants [NH2:1][C:2]1[CH:7]=[CH:6][C:5]([C:8]([N:10]2[C:16]3[CH:17]=[CH:18][CH:19]=[CH:20][C:15]=3[CH2:14][N:13]3[CH:21]=[CH:22][CH:23]=[C:12]3[CH2:11]2)=[O:9])=[CH:4][C:3]=1[O:24][CH3:25].[CH2:26]([CH2:30][C:31](=O)[CH3:32])[C:27]([CH3:29])=O.C1(C)C=CC(S(O)(=O)=O)=CC=1, predict the reaction product. The product is: [CH3:32][C:31]1[N:1]([C:2]2[CH:7]=[CH:6][C:5]([C:8]([N:10]3[C:16]4[CH:17]=[CH:18][CH:19]=[CH:20][C:15]=4[CH2:14][N:13]4[CH:21]=[CH:22][CH:23]=[C:12]4[CH2:11]3)=[O:9])=[CH:4][C:3]=2[O:24][CH3:25])[C:27]([CH3:29])=[CH:26][CH:30]=1. (8) Given the reactants [NH2:1][C:2]1[CH:7]=[CH:6][C:5](Br)=[C:4]([CH3:9])[N:3]=1.[C:10]([O-])([O-])=O.[K+].[K+].C(Cl)Cl.CB1OB(C)OB(C)O1, predict the reaction product. The product is: [NH2:1][C:2]1[CH:7]=[CH:6][C:5]([CH3:10])=[C:4]([CH3:9])[N:3]=1.